Task: Binary Classification. Given a miRNA mature sequence and a target amino acid sequence, predict their likelihood of interaction.. Dataset: Experimentally validated miRNA-target interactions with 360,000+ pairs, plus equal number of negative samples (1) The miRNA is dre-miR-218a with sequence UUGUGCUUGAUCUAACCAUGUG. The protein sequence of the target gene is MGSVRTNRYSIVSSEEDGMKLATMAVANGFGNGKSKVHTRQQCRSRFVKKDGHCNVQFINVGEKGQRYLADIFTTCVDIRWRWMLVIFCLAFVLSWLFFGCVFWLIALLHGDLDASKESKACVSEVNSFTAAFLFSIETQTTIGYGFRCVTDECPIAVFMVVFQSIVGCIIDAFIIGAVMAKMAKPKKRNETLVFSHNAVIAMRDGKLCLMWRVGNLRKSHLVEAHVRAQLLKSRITSEGEYIPLDQIDINVGFDSGIDRIFLVSPITIVHEIDEDSPLYDLSKQDIDNADFEIVVILEG.... Result: 0 (no interaction). (2) The miRNA is mmu-miR-1192 with sequence AAACAAACAAACAGACCAAAUU. The protein sequence of the target gene is MLWRRKSFWLALSAFWLLLVLLGVFPLRLAVLPGPLPGRSQGWPRWLDAAFLQSFSQSETNPEDVAQLPRVSRGSSCTWGACFDTSKCRGKVLKIFVHSPAGPTSEAQRRILDSLEGSRYSALSPADACLLLFLPSQDRRGACGPLPPNWNGGRNHLVLSLYPAPCTRLGQAMVAEASPSSDIFRPGFDLALPYLPEAHPLRGGAPGKLQQHSPQPGATLLAVAEEKGRWRITSTHASACLWDRHCEQDPGPQQTYPGETLPNATFCLIPGHRSATSCFLQALQAGCIPVLLSPRWELPF.... Result: 1 (interaction). (3) The miRNA is hsa-miR-26b-5p with sequence UUCAAGUAAUUCAGGAUAGGU. The protein sequence of the target gene is MYGSARSVGKVEPSSQSPGRSPRLPRSPRLGHRRTNSTGGSSGSSVGGGSGKTLSMENIQSLNAAYATSGPMYLSDHENVGSETPKSTMTLGRSGGRLPYGVRMTAMGSSPNIASSGVASDTIAFGEHHLPPVSMASTVPHSLRQARDNTIMDLQTQLKEVLRENDLLRKDVEVKESKLSSSMNSIKTFWSPELKKERALRKDEASKITIWKEQYRVVQEENQHMQMTIQALQDELRIQRDLNQLFQQDSSSRTGEPCVAELTEENFQRLHAEHERQAKELFLLRKTLEEMELRIETQKQ.... Result: 1 (interaction). (4) The miRNA is mmu-miR-149-5p with sequence UCUGGCUCCGUGUCUUCACUCCC. The protein sequence of the target gene is MAPTLATAHRRRWWMACTAVLENLLFSAVLLGWGSLLIMLKSEGFYSYLCTKPENVTNSTVGGSAEPEPEELSLVNGWLSCKAQDEILNLAFTVGSFLLSAITLPLGIIMDKYGPRKLRLLGSACFAVSCLLIAYGASNPDSLSVLIFIALALNGFGGMCMTFTSLTLPNMFGDLRSTFIALMIGSYASSAVTFPGIKLIYDAGASFIGILVVWAGCSGLVFFNCFFNWPLEPFPGPEDMDYSVKIKFSWLGFDHKITGKQFYKQVTTVGRRLSVGSSMRTAKEQAALQEGHKLCLSTVD.... Result: 1 (interaction). (5) The miRNA is mmu-miR-6920-5p with sequence ACACAAUGGAAAGACUGCUUGU. The protein sequence of the target gene is MVPIRPALAPWPRHLLRCVLLLGGLRLGHPADSAAALLEPDVFLIFSQGMQGCLEAQGVQVRVTPVCNASLPAQRWKWVSRNRLFNLGATQCLGTGWPVTNTTVSLGMYECDREALSLRWQCRTLGDQLSLLLGARASNASKPGTLERGDQTRSGHWNIYGSEEDLCARPYYEVYTIQGNSHGKPCTIPFKYDNQWFHGCTSTGREDGHLWCATTQDYGKDERWGFCPIKSNDCETFWDKDQLTDSCYQFNFQSTLSWREAWASCEQQGADLLSITEIHEQTYINGLLTGYSSTLWIGLN.... Result: 1 (interaction). (6) The miRNA is hsa-miR-8089 with sequence CCUGGGGACAGGGGAUUGGGGCAG. The protein sequence of the target gene is MVMYARKQQRLSDGCHDRRGDSQPFQALKYSSKSHPSSGDHRHEKMRDAADPSPPNKMLRRSNSPENKYSDSTGHNKAKNVHTQRVRERDGGTSYSPQENSHNHSALHSSNSHSSNPSNNPSKTSDAPYDSADDWSEHISSSGKKYYYNCRTEVSQWEKPKEWLEREQRQKEANKLAVNSFPKDRDYRREVMQATATSGFTSGMEDKHSSDASSLLPQNILSQTSRHNDKDYRLPRAETHSSSTPVQHPIKPVVHPTATPSTVPSSPFTLQSDHQPKKSFDANGASTLSKLPTPTASLPA.... Result: 0 (no interaction).